From a dataset of Forward reaction prediction with 1.9M reactions from USPTO patents (1976-2016). Predict the product of the given reaction. (1) Given the reactants C(O)O.[C:4]([OH:8])(=O)[CH:5]=[CH2:6].[C:9](O)(=O)[CH2:10][CH3:11].[C:14](O)(=O)[C:15]1[CH:20]=[CH:19][CH:18]=[CH:17][CH:16]=1, predict the reaction product. The product is: [CH:18]1[CH:19]=[CH:20][C:15]([C:14]2[CH:10]=[CH:9][CH:4]=[CH:5][CH:6]=2)=[CH:16][CH:17]=1.[CH:15]1[CH:16]=[CH:17][C:18]([O:8][C:4]2[CH:5]=[CH:6][CH:11]=[CH:10][CH:9]=2)=[CH:19][CH:20]=1. (2) The product is: [Br:1][C:2]1[CH:7]=[CH:6][C:5]([CH2:8][C:9]([NH:22][C:20]2[S:21][C:17]([C:14]3([CH3:13])[CH2:16][CH2:15]3)=[N:18][N:19]=2)=[O:11])=[C:4]([F:12])[CH:3]=1. Given the reactants [Br:1][C:2]1[CH:7]=[CH:6][C:5]([CH2:8][C:9]([OH:11])=O)=[C:4]([F:12])[CH:3]=1.[CH3:13][C:14]1([C:17]2[S:21][C:20]([NH2:22])=[N:19][N:18]=2)[CH2:16][CH2:15]1.CN1CCOCC1.COC1N=C(OC)N=C([N+]2(C)CCOCC2)N=1.[Cl-], predict the reaction product. (3) Given the reactants [CH3:1][O:2][C:3]1[CH:4]=[CH:5][C:6]2[N:7]([C:9]([C:12]([O:14]CC)=O)=[N:10][N:11]=2)[CH:8]=1.O[Li].O.Cl.Cl.[C:22]([C:26]1[CH:36]=[CH:35][CH:34]=[CH:33][C:27]=1[O:28][CH2:29][CH2:30][NH:31][CH3:32])([CH3:25])([CH3:24])[CH3:23].F[P-](F)(F)(F)(F)F.N1(O[P+](N(C)C)(N(C)C)N(C)C)C2C=CC=CC=2N=N1.CCN(C(C)C)C(C)C, predict the reaction product. The product is: [C:22]([C:26]1[CH:36]=[CH:35][CH:34]=[CH:33][C:27]=1[O:28][CH2:29][CH2:30][N:31]([CH3:32])[C:12]([C:9]1[N:7]2[CH:8]=[C:3]([O:2][CH3:1])[CH:4]=[CH:5][C:6]2=[N:11][N:10]=1)=[O:14])([CH3:25])([CH3:23])[CH3:24]. (4) Given the reactants [C:1]([S@:5](/[N:7]=[CH:8]/[C:9]1[CH:18]=[CH:17][C:12]([C:13]([O:15][CH3:16])=[O:14])=[CH:11][CH:10]=1)=[O:6])([CH3:4])([CH3:3])[CH3:2].[C:19]1([Mg]Br)[CH:24]=[CH:23][CH:22]=[CH:21][CH:20]=1, predict the reaction product. The product is: [CH3:3][C:1]([CH3:4])([S@:5]([NH:7][C@@H:8]([C:19]1[CH:24]=[CH:23][CH:22]=[CH:21][CH:20]=1)[C:9]1[CH:10]=[CH:11][C:12]([C:13]([O:15][CH3:16])=[O:14])=[CH:17][CH:18]=1)=[O:6])[CH3:2].